From a dataset of Reaction yield outcomes from USPTO patents with 853,638 reactions. Predict the reaction yield, written as a fraction of the theoretical maximum amount of product (1.0 means a 100% yield; for example, 0.34 means a 34% yield). (1) The reactants are C([O:8][P:9]([O:19][C:20]1[CH:25]=[C:24]([NH:26][C:27]([C:29]2[C:38](=[O:39])[C:37]3[C:32](=[CH:33][CH:34]=[CH:35][CH:36]=3)[NH:31][CH:30]=2)=[O:28])[C:23]([C:40]2[CH:45]=[CH:44][CH:43]=[C:42]([O:46][CH2:47][CH3:48])[CH:41]=2)=[CH:22][C:21]=1[C:49]([CH3:52])([CH3:51])[CH3:50])(=[O:18])[O:10]CC1C=CC=CC=1)C1C=CC=CC=1. The catalyst is C(O)C. The product is [CH2:47]([O:46][C:42]1[CH:41]=[C:40]([C:23]2[C:24]([NH:26][C:27]([C:29]3[C:38](=[O:39])[C:37]4[C:32](=[CH:33][CH:34]=[CH:35][CH:36]=4)[NH:31][CH:30]=3)=[O:28])=[CH:25][C:20]([O:19][P:9](=[O:8])([OH:10])[OH:18])=[C:21]([C:49]([CH3:50])([CH3:52])[CH3:51])[CH:22]=2)[CH:45]=[CH:44][CH:43]=1)[CH3:48]. The yield is 0.930. (2) The reactants are Cl[C:2]1[N:7]=[C:6]([NH:8][C:9](=[O:11])[CH3:10])[CH:5]=[N:4][CH:3]=1.C[Sn](C)C.C[Sn](C)C.Cl[C:21]1[N:26]=[C:25]([NH:27][CH2:28][C:29]2[CH:34]=[CH:33][CH:32]=[CH:31][N:30]=2)[C:24]2=[C:35]([C:38]3[CH:43]=[CH:42][CH:41]=[CH:40][CH:39]=3)[CH:36]=[CH:37][N:23]2[N:22]=1.[Li+].[Cl-]. The catalyst is O1CCOCC1.C1C=CC([P]([Pd]([P](C2C=CC=CC=2)(C2C=CC=CC=2)C2C=CC=CC=2)([P](C2C=CC=CC=2)(C2C=CC=CC=2)C2C=CC=CC=2)[P](C2C=CC=CC=2)(C2C=CC=CC=2)C2C=CC=CC=2)(C2C=CC=CC=2)C2C=CC=CC=2)=CC=1. The product is [C:38]1([C:35]2[CH:36]=[CH:37][N:23]3[C:24]=2[C:25]([NH:27][CH2:28][C:29]2[CH:34]=[CH:33][CH:32]=[CH:31][N:30]=2)=[N:26][C:21]([C:2]2[N:7]=[C:6]([NH:8][C:9](=[O:11])[CH3:10])[CH:5]=[N:4][CH:3]=2)=[N:22]3)[CH:39]=[CH:40][CH:41]=[CH:42][CH:43]=1. The yield is 0.154. (3) The reactants are [Si:1]([O:8][C:9]1[CH:14]=[C:13]([O:15][Si:16]([C:19]([CH3:22])([CH3:21])[CH3:20])([CH3:18])[CH3:17])[CH:12]=[CH:11][C:10]=1[C@H:23]1[CH2:28][CH2:27][C@H:26]([NH2:29])[CH2:25][CH2:24]1)([C:4]([CH3:7])([CH3:6])[CH3:5])([CH3:3])[CH3:2].ClCCCl.C(N(CC)CC)C.[CH3:41][S:42](Cl)(=[O:44])=[O:43]. The catalyst is CN(C)C1C=CN=CC=1.O.ClCCl. The product is [Si:1]([O:8][C:9]1[CH:14]=[C:13]([O:15][Si:16]([C:19]([CH3:20])([CH3:21])[CH3:22])([CH3:18])[CH3:17])[CH:12]=[CH:11][C:10]=1[C@H:23]1[CH2:24][CH2:25][C@H:26]([NH:29][S:42]([CH3:41])(=[O:44])=[O:43])[CH2:27][CH2:28]1)([C:4]([CH3:5])([CH3:6])[CH3:7])([CH3:3])[CH3:2]. The yield is 1.00. (4) The reactants are Br[C:2]1[CH:7]=[C:6]([N+:8]([O-:10])=[O:9])[CH:5]=[CH:4][C:3]=1[NH:11][C:12]([CH3:15])([CH3:14])[CH3:13].[C:16]([Si:18]([CH3:21])([CH3:20])[CH3:19])#[CH:17].N#N. The catalyst is CCN(CC)CC.Cl[Pd](Cl)([P](C1C=CC=CC=1)(C1C=CC=CC=1)C1C=CC=CC=1)[P](C1C=CC=CC=1)(C1C=CC=CC=1)C1C=CC=CC=1.[Cu]I. The product is [C:12]([NH:11][C:3]1[CH:4]=[CH:5][C:6]([N+:8]([O-:10])=[O:9])=[CH:7][C:2]=1[C:17]#[C:16][Si:18]([CH3:21])([CH3:20])[CH3:19])([CH3:15])([CH3:14])[CH3:13]. The yield is 0.160. (5) No catalyst specified. The yield is 0.980. The reactants are C([C@H]1C[C@H](O)CCO1)(C1C=CC=CC=1)C1C=CC=CC=1.[CH:21]([C@H:34]1[CH2:39][C@H:38]([O:40][S:41]([CH3:44])(=[O:43])=[O:42])[CH2:37][CH2:36][O:35]1)([C:28]1[CH:33]=[CH:32][CH:31]=[CH:30][CH:29]=1)[C:22]1[CH:27]=[CH:26][CH:25]=[CH:24][CH:23]=1. The product is [CH:21]([C@H:34]1[CH2:39][C@@H:38]([O:40][S:41]([CH3:44])(=[O:43])=[O:42])[CH2:37][CH2:36][O:35]1)([C:28]1[CH:29]=[CH:30][CH:31]=[CH:32][CH:33]=1)[C:22]1[CH:23]=[CH:24][CH:25]=[CH:26][CH:27]=1. (6) The reactants are Cl[C:2]1[C:11]2[C:6](=[CH:7][C:8]([O:14][CH3:15])=[C:9]([O:12][CH3:13])[CH:10]=2)[N:5]=[CH:4][CH:3]=1.[OH:16][C:17]1[CH:18]=[CH:19][C:20]([N+:25]([O-:27])=[O:26])=[C:21]([CH:24]=1)[CH:22]=[O:23].O. The catalyst is ClC1C=CC=CC=1. The product is [CH3:13][O:12][C:9]1[CH:10]=[C:11]2[C:6](=[CH:7][C:8]=1[O:14][CH3:15])[N:5]=[CH:4][CH:3]=[C:2]2[O:16][C:17]1[CH:24]=[C:21]([C:20]([N+:25]([O-:27])=[O:26])=[CH:19][CH:18]=1)[CH:22]=[O:23]. The yield is 0.660. (7) The reactants are [CH:1]1([C@@H:7]([NH:9][C:10]([C:12]2[C:21]3[C:16](=[CH:17][CH:18]=[C:19]([F:22])[CH:20]=3)[N:15]=[C:14]([C:23]3[CH:28]=[CH:27][CH:26]=[CH:25][CH:24]=3)[C:13]=2[CH2:29]Br)=[O:11])[CH3:8])[CH2:6][CH2:5][CH2:4][CH2:3][CH2:2]1.[C:31]([O:35][C:36]([N:38]1[CH2:43][CH2:42][NH:41][CH2:40][CH2:39]1)=[O:37])([CH3:34])([CH3:33])[CH3:32].C(N(C(C)C)C(C)C)C. The catalyst is C1COCC1. The product is [C:31]([O:35][C:36]([N:38]1[CH2:43][CH2:42][N:41]([CH2:29][C:13]2[C:14]([C:23]3[CH:28]=[CH:27][CH:26]=[CH:25][CH:24]=3)=[N:15][C:16]3[C:21]([C:12]=2[C:10](=[O:11])[NH:9][C@H:7]([CH:1]2[CH2:6][CH2:5][CH2:4][CH2:3][CH2:2]2)[CH3:8])=[CH:20][C:19]([F:22])=[CH:18][CH:17]=3)[CH2:40][CH2:39]1)=[O:37])([CH3:34])([CH3:32])[CH3:33]. The yield is 0.720. (8) The reactants are [NH2:1][C:2]1[CH:9]=[CH:8][CH:7]=[C:6]([O:10][CH2:11][C@H:12]2[CH2:16][CH2:15][CH2:14][N:13]2[C:17](=[O:21])[CH2:18][CH2:19][CH3:20])[C:3]=1[C:4]#[N:5].[S:22](Cl)(=[O:25])(=[O:24])[NH2:23]. The catalyst is C(#N)C. The product is [NH2:5][C:4]1[C:3]2[C:6]([O:10][CH2:11][C@H:12]3[CH2:16][CH2:15][CH2:14][N:13]3[C:17](=[O:21])[CH2:18][CH2:19][CH3:20])=[CH:7][CH:8]=[CH:9][C:2]=2[NH:1][S:22](=[O:25])(=[O:24])[N:23]=1. The yield is 0.350. (9) The reactants are [O:1]([CH2:8][CH2:9][OH:10])[C:2]1[CH:7]=[CH:6][CH:5]=[CH:4][CH:3]=1.[Cl:11][C:12]1[C:13]([N:18]2[CH2:23][CH2:22][N:21](C(OC(C)(C)C)=O)[CH2:20][C@@H:19]2[CH3:31])=[N:14][CH:15]=[CH:16][N:17]=1. No catalyst specified. The product is [ClH:11].[CH3:31][C@H:19]1[CH2:20][NH:21][CH2:22][CH2:23][N:18]1[C:13]1[C:12]([O:10][CH2:9][CH2:8][O:1][C:2]2[CH:7]=[CH:6][CH:5]=[CH:4][CH:3]=2)=[N:17][CH:16]=[CH:15][N:14]=1. The yield is 0.680.